Predict which catalyst facilitates the given reaction. From a dataset of Catalyst prediction with 721,799 reactions and 888 catalyst types from USPTO. (1) The catalyst class is: 7. Reactant: [CH3:1][O:2][C:3]1[CH:8]=[CH:7][CH:6]=[CH:5][C:4]=1[S:9]([N:12]([CH3:25])[C:13]1[CH:14]=[CH:15][CH:16]=[C:17]2[C:21]=1[NH:20][C:19]([C:22](=[S:24])[NH2:23])=[CH:18]2)(=[O:11])=[O:10].[C:26]([O:31][CH2:32][CH3:33])(=[O:30])[C:27]#[C:28][CH3:29].C(P(CCCC)CCCC)CCC.C1(C)C=CC=CC=1. Product: [CH2:32]([O:31][C:26](=[O:30])[CH2:27][CH:28]1[S:24][C:22]([C:19]2[NH:20][C:21]3[C:17]([CH:18]=2)=[CH:16][CH:15]=[CH:14][C:13]=3[N:12]([S:9]([C:4]2[CH:5]=[CH:6][CH:7]=[CH:8][C:3]=2[O:2][CH3:1])(=[O:11])=[O:10])[CH3:25])=[N:23][CH2:29]1)[CH3:33]. (2) Reactant: [OH:1][C:2]1[CH:11]=[CH:10][CH:9]=[C:8]2[C:3]=1[CH2:4][CH2:5][CH2:6][C:7]2=[O:12].II.[I:15](O)(=O)=O. Product: [OH:1][C:2]1[C:11]([I:15])=[CH:10][CH:9]=[C:8]2[C:3]=1[CH2:4][CH2:5][CH2:6][C:7]2=[O:12]. The catalyst class is: 40.